From a dataset of Experimentally validated miRNA-target interactions with 360,000+ pairs, plus equal number of negative samples. Binary Classification. Given a miRNA mature sequence and a target amino acid sequence, predict their likelihood of interaction. (1) The miRNA is hsa-miR-1273h-5p with sequence CUGGGAGGUCAAGGCUGCAGU. The protein sequence of the target gene is MHRNFRKWIFYVFLCFGVLYVKLGALSSVVALGANIICNKIPGLAPRQRAICQSRPDAIIVIGEGAQMGINECQYQFRFGRWNCSALGEKTVFGQELRVGSREAAFTYAITAAGVAHAVTAACSQGNLSNCGCDREKQGYYNQAEGWKWGGCSADVRYGIDFSRRFVDAREIKKNARRLMNLHNNEAGRKVLEDRMQLECKCHGVSGSCTTKTCWTTLPKFREVGHLLKEKYNAAVQVEVVRASRLRQPTFLRIKQLRSYQKPMETDLVYIEKSPNYCEEDAATGSVGTQGRLCNRTSPG.... Result: 1 (interaction). (2) The miRNA is hsa-miR-4537 with sequence UGAGCCGAGCUGAGCUUAGCUG. The protein sequence of the target gene is MKEWKSKMEISEEKKSARAASEKLQRQITQECELVETSNSEDRLLKHWVSPLKDAMRHLPSQESGIREMHIIPQKAIVGEIGHGCNEGEKILSAGESSHRYEVSGQNFKQKSGLTEHQKIHNINKTYECKECEKTFNRSSNLIIHQRIHTGNKPYVCNECGKDSNQSSNLIIHQRIHTGKKPYICHECGKDFNQSSNLVRHKQIHSGGNPYECKECGKAFKGSSNLVLHQRIHSRGKPYLCNKCGKAFSQSTDLIIHHRIHTGEKPYECYDCGQMFSQSSHLVPHQRIHTGEKPLKCNEC.... Result: 0 (no interaction). (3) The miRNA is hsa-miR-200b-3p with sequence UAAUACUGCCUGGUAAUGAUGA. The protein sequence of the target gene is MKLKLNVLTIILLPVHLLITIYSALIFIPWYFLTNAKKKNAMAKRIKAKPTSDKPGSPYRSVTHFDSLAVIDIPGADTLDKLFDHAVSKFGKKDSLGTREILSEENEMQPNGKVFKKLILGNYKWMNYLEVNRRVNNFGSGLTALGLKPKNTIAIFCETRAEWMIAAQTCFKYNFPLVTLYATLGKEAVVHGLNESEASYLITSVELLESKLKTALLDISCVKHIIYVDNKAINKAEYPEGFEIHSMQSVEELGSNPENLGIPPSRPTPSDMAIVMYTSGSTGRPKGVMMHHSNLIAGMT.... Result: 1 (interaction).